From a dataset of Full USPTO retrosynthesis dataset with 1.9M reactions from patents (1976-2016). Predict the reactants needed to synthesize the given product. (1) Given the product [CH2:1]([C:3]1[C:7]2[CH:8]=[CH:9][CH:10]=[CH:11][C:6]=2[O:5][C:4]=1[CH:12]([NH:14][S@@:15]([C:17]([CH3:19])([CH3:18])[CH3:20])=[O:16])[CH3:13])[CH3:2], predict the reactants needed to synthesize it. The reactants are: [CH2:1]([C:3]1[C:7]2[CH:8]=[CH:9][CH:10]=[CH:11][C:6]=2[O:5][C:4]=1[C:12](=[N:14][S@@:15]([C:17]([CH3:20])([CH3:19])[CH3:18])=[O:16])[CH3:13])[CH3:2].B1C2CCCC1CCC2. (2) Given the product [F:40][C:41]1[CH:47]=[CH:46][C:44]([NH:45][C:32]([NH:25][C:24]2[CH:26]=[CH:27][C:21]([C:9]3[N:8]=[C:7]([N:1]4[CH2:2][CH2:3][O:4][CH2:5][CH2:6]4)[N:12]=[C:11]([N:13]4[CH:14]5[CH2:20][CH2:19][CH:18]4[CH2:17][O:16][CH2:15]5)[N:10]=3)=[CH:22][CH:23]=2)=[O:38])=[CH:43][CH:42]=1, predict the reactants needed to synthesize it. The reactants are: [N:1]1([C:7]2[N:12]=[C:11]([N:13]3[CH:18]4[CH2:19][CH2:20][CH:14]3[CH2:15][O:16][CH2:17]4)[N:10]=[C:9]([C:21]3[CH:27]=[CH:26][C:24]([NH2:25])=[CH:23][CH:22]=3)[N:8]=2)[CH2:6][CH2:5][O:4][CH2:3][CH2:2]1.ClC(Cl)(O[C:32](=[O:38])OC(Cl)(Cl)Cl)Cl.[F:40][C:41]1[CH:47]=[CH:46][C:44]([NH2:45])=[CH:43][CH:42]=1. (3) Given the product [CH2:45]([O:8][C:9]1[CH:17]=[C:16]2[C:12]([C:13]([NH:18][C:26]([NH:14][CH2:13][CH2:12][CH2:11][CH3:10])=[O:27])=[N:14][NH:15]2)=[CH:11][CH:10]=1)[C:46]1[CH:51]=[CH:50][CH:49]=[CH:48][CH:47]=1, predict the reactants needed to synthesize it. The reactants are: [Si]([O:8][C:9]1[CH:17]=[C:16]2[C:12]([C:13]([N:18]3[C:26](=[O:27])C4C(=CC=CC=4)C3=O)=[N:14][NH:15]2)=[CH:11][CH:10]=1)(C(C)(C)C)(C)C.C([Si](C)(C)OC1C=C2C(=CC=1)NN=C2N1C(=O)[C:51]2[C:46](=[CH:47][CH:48]=[CH:49][CH:50]=2)[C:45]1=O)(C)(C)C.